From a dataset of Catalyst prediction with 721,799 reactions and 888 catalyst types from USPTO. Predict which catalyst facilitates the given reaction. (1) Reactant: [C:1]([OH:7])([C:3]([F:6])([F:5])[F:4])=[O:2].C([O:12][C:13](=[O:52])[CH2:14][CH2:15][N:16]([CH2:24][C:25]([N:27]1[C:35]2[C:30](=[CH:31][C:32]([O:36][CH2:37][C:38]3[CH:43]=[CH:42][C:41]([C:44]([F:47])([F:46])[F:45])=[CH:40][C:39]=3[C:48]([F:51])([F:50])[F:49])=[CH:33][CH:34]=2)[CH2:29][CH2:28]1)=[O:26])C(OC(C)(C)C)=O)(C)(C)C. Product: [OH:7][C:1]([C:3]([F:6])([F:5])[F:4])=[O:2].[F:51][C:48]([F:49])([F:50])[C:39]1[CH:40]=[C:41]([C:44]([F:45])([F:46])[F:47])[CH:42]=[CH:43][C:38]=1[CH2:37][O:36][C:32]1[CH:31]=[C:30]2[C:35](=[CH:34][CH:33]=1)[N:27]([C:25](=[O:26])[CH2:24][NH:16][CH2:15][CH2:14][C:13]([OH:52])=[O:12])[CH2:28][CH2:29]2. The catalyst class is: 4. (2) Reactant: CC(C)([O-])C.[K+].[C:7]([CH:9]=[C:10]([NH:12][CH:13]([C:19]([O:21][CH2:22][CH3:23])=[O:20])C(OCC)=O)[CH3:11])#[N:8].Cl.C(=O)([O-])O.[Na+]. Product: [NH2:8][C:7]1[CH:9]=[C:10]([CH3:11])[NH:12][C:13]=1[C:19]([O:21][CH2:22][CH3:23])=[O:20]. The catalyst class is: 40. (3) Reactant: [NH2:1][C:2]1[S:3][CH:4]=[CH:5][N:6]=1.[CH:7]1([NH:10][C:11]([C:13]2[CH:14]=[C:15]([F:37])[C:16]([CH3:36])=[C:17]([C:19]3[CH:24]=[CH:23][C:22]([C:25](O)=[O:26])=[CH:21][C:20]=3[C:28]([NH:30][C:31]3[S:32][CH:33]=[CH:34][N:35]=3)=[O:29])[CH:18]=2)=[O:12])[CH2:9][CH2:8]1.Cl.CN(C)CCCN=C=NCC. Product: [CH:7]1([NH:10][C:11]([C:13]2[CH:18]=[C:17]([C:19]3[C:20]([C:28]([NH:30][C:31]4[S:32][CH:33]=[CH:34][N:35]=4)=[O:29])=[CH:21][C:22]([C:25]([NH:1][C:2]4[S:3][CH:4]=[CH:5][N:6]=4)=[O:26])=[CH:23][CH:24]=3)[C:16]([CH3:36])=[C:15]([F:37])[CH:14]=2)=[O:12])[CH2:9][CH2:8]1. The catalyst class is: 119. (4) Reactant: [NH2:1][C:2]1[CH:3]=[C:4]([C:9]2[O:10][C:11]3[C:16]([C:17](=[O:19])[CH:18]=2)=[CH:15][CH:14]=[C:13]([O:20][CH3:21])[C:12]=3[O:22][CH3:23])[CH:5]=[CH:6][C:7]=1[NH2:8].[C:24](N1C=CN=C1)(=[O:32])[C:25](N1C=CN=C1)=[O:26].CO. Product: [CH3:21][O:20][C:13]1[C:12]([O:22][CH3:23])=[C:11]2[C:16]([C:17](=[O:19])[CH:18]=[C:9]([C:4]3[CH:3]=[C:2]4[C:7](=[CH:6][CH:5]=3)[NH:8][C:25](=[O:26])[C:24](=[O:32])[NH:1]4)[O:10]2)=[CH:15][CH:14]=1. The catalyst class is: 3. (5) Reactant: [Br:1]N1C(=O)CCC1=O.C1(P(C2C=CC=CC=2)C2C=CC=CC=2)C=CC=CC=1.N1C=CC=CC=1.[C:34]([O:38][C:39](=[O:55])[C@@H:40]([NH:44][C:45]([O:47][CH2:48][C:49]1[CH:54]=[CH:53][CH:52]=[CH:51][CH:50]=1)=[O:46])[CH2:41][CH2:42]O)([CH3:37])([CH3:36])[CH3:35]. Product: [C:34]([O:38][C:39](=[O:55])[C@@H:40]([NH:44][C:45]([O:47][CH2:48][C:49]1[CH:54]=[CH:53][CH:52]=[CH:51][CH:50]=1)=[O:46])[CH2:41][CH2:42][Br:1])([CH3:37])([CH3:36])[CH3:35]. The catalyst class is: 2. (6) Reactant: [C:1]([O:5][C:6]([N:8]1[CH2:12][C@H:11]([CH2:13][C@H:14]([CH2:18][C:19]2[CH:24]=[CH:23][C:22]([O:25][CH3:26])=[C:21]([O:27][CH2:28][CH2:29][CH2:30][O:31][CH3:32])[CH:20]=2)[CH:15]([CH3:17])[CH3:16])[C@@H:10]([CH2:33][OH:34])[CH2:9]1)=[O:7])([CH3:4])([CH3:3])[CH3:2].CC(OI1(OC(C)=O)(OC(C)=O)OC(=O)C2C=CC=CC1=2)=O. Product: [C:1]([O:5][C:6]([N:8]1[CH2:12][C@H:11]([CH2:13][C@H:14]([CH2:18][C:19]2[CH:24]=[CH:23][C:22]([O:25][CH3:26])=[C:21]([O:27][CH2:28][CH2:29][CH2:30][O:31][CH3:32])[CH:20]=2)[CH:15]([CH3:16])[CH3:17])[C@@H:10]([CH:33]=[O:34])[CH2:9]1)=[O:7])([CH3:4])([CH3:2])[CH3:3]. The catalyst class is: 2. (7) Product: [ClH:20].[ClH:20].[CH3:1][N:8]1[CH2:13][CH2:12][C:11]2([CH2:18][CH2:17][NH:16][CH2:15][CH2:14]2)[CH2:10][CH2:9]1. Reactant: [CH2:1]([N:8]1[CH2:13][CH2:12][C:11]2([CH2:18][CH2:17][N:16](C)[CH2:15][CH2:14]2)[CH2:10][CH2:9]1)C1C=CC=CC=1.[ClH:20].[H][H]. The catalyst class is: 29. (8) Reactant: [C:1]1([C:7]2(C(O)=O)[CH2:12][CH2:11][CH2:10][CH2:9][CH2:8]2)[CH:6]=[CH:5][CH:4]=[CH:3][CH:2]=1.C([N:18]([CH2:21]C)CC)C.C1(P(N=[N+]=[N-])(C2C=CC=CC=2)=[O:30])C=CC=CC=1.[CH2:40]([OH:47])[C:41]1[CH:46]=[CH:45][CH:44]=[CH:43][CH:42]=1. Product: [CH2:40]([O:47][C:21](=[O:30])[NH:18][C:7]1([C:1]2[CH:2]=[CH:3][CH:4]=[CH:5][CH:6]=2)[CH2:8][CH2:9][CH2:10][CH2:11][CH2:12]1)[C:41]1[CH:46]=[CH:45][CH:44]=[CH:43][CH:42]=1. The catalyst class is: 48. (9) Reactant: C(O)(C(F)(F)F)=O.C([O:12][C:13]([CH:15]1[CH2:20][CH2:19][N:18]([C:21]2[C:32]([C:33]#[N:34])=[CH:31][C:24]([C:25]([O:27][CH:28]([CH3:30])[CH3:29])=[O:26])=[C:23]([C:35]#[N:36])[N:22]=2)[CH2:17][CH2:16]1)=[O:14])(C)(C)C. Product: [C:33]([C:32]1[C:21]([N:18]2[CH2:17][CH2:16][CH:15]([C:13]([OH:14])=[O:12])[CH2:20][CH2:19]2)=[N:22][C:23]([C:35]#[N:36])=[C:24]([C:25]([O:27][CH:28]([CH3:30])[CH3:29])=[O:26])[CH:31]=1)#[N:34]. The catalyst class is: 22.